From a dataset of Experimentally validated miRNA-target interactions with 360,000+ pairs, plus equal number of negative samples. Binary Classification. Given a miRNA mature sequence and a target amino acid sequence, predict their likelihood of interaction. (1) The miRNA is hsa-miR-302a-5p with sequence ACUUAAACGUGGAUGUACUUGCU. The protein sequence of the target gene is MAYAYLFKYIIIGDTGVGKSCLLLQFTDKRFQPVHDLTIGVEFGARMITIDGKQIKLQIWDTAGQESFRSITRSYYRGAAGALLVYDITRRDTFNHLTTWLEDARQHSNSNMVIMLIGNKSDLESRREVKKEEGEAFAREHGLIFMETSAKTASNVEEAFINTAKEIYEKIQEGVFDINNEANGIKIGPQHAATNATHAGNQGGQQAGGGCC. Result: 0 (no interaction). (2) The miRNA is hsa-miR-3153 with sequence GGGGAAAGCGAGUAGGGACAUUU. The protein sequence of the target gene is METQADLVSQEPQALLDSALPSKVPAFSDKDSLGDEMLAAALLKAKSQELVTFEDVAVYFIRKEWKRLEPAQRDLYRDVMLENYGNVFSLDRETRTENDQEISEDTRSHGVLLGRFQKDISQGLKFKEAYEREVSLKRPLGNSPGERLNRKMPDFGQVTVEEKLTPRGERSEKYNDFGNSFTVNSNLISHQRLPVGDRPHKCDECSKSFNRTSDLIQHQRIHTGEKPYECNECGKAFSQSSHLIQHQRIHTGEKPYECSDCGKTFSCSSALILHRRIHTGEKPYECNECGKTFSWSSTLT.... Result: 1 (interaction). (3) The miRNA is hsa-miR-22-3p with sequence AAGCUGCCAGUUGAAGAACUGU. The protein sequence of the target gene is MERRAWSLQCTAFVLFCAWCALNSAKAKRQFVNEWAAEIPGGPEAASAIAEELGYDLLGQIGSLENHYLFKHKNHPRRSRRSAFHITKRLSDDDRVIWAEQQYEKERSKRSALRDSALNLFNDPMWNQQWYLQDTRMTAALPKLDLHVIPVWQKGITGKGVVITVLDDGLEWNHTDIYANYDPEASYDFNDNDHDPFPRYDPTNENKHGTRCAGEIAMQANNHKCGVGVAYNSKVGGIRMLDGIVTDAIEASSIGFNPGHVDIYSASWGPNDDGKTVEGPGRLAQKAFEYGVKQGRQGKG.... Result: 0 (no interaction).